Predict the reactants needed to synthesize the given product. From a dataset of Full USPTO retrosynthesis dataset with 1.9M reactions from patents (1976-2016). (1) Given the product [CH3:6]/[CH:7]=[CH:8]/[C:9]1[CH2:29][S:28][C@@H:12]2[C@H:13]([NH:16][C:17]([C@H:19]([NH2:27])[C:20]3[CH:25]=[CH:24][C:23]([OH:26])=[CH:22][CH:21]=3)=[O:18])[C:14](=[O:15])[N:11]2[C:10]=1[C:30]([OH:32])=[O:31].[CH3:1][N:2]([CH3:5])[CH:3]=[O:4], predict the reactants needed to synthesize it. The reactants are: [CH3:1][N:2]([CH3:5])[CH:3]=[O:4].[CH3:6]/[CH:7]=[CH:8]/[C:9]1[CH2:29][S:28][C@@H:12]2[C@H:13]([NH:16][C:17]([C@H:19]([NH2:27])[C:20]3[CH:21]=[CH:22][C:23]([OH:26])=[CH:24][CH:25]=3)=[O:18])[C:14](=[O:15])[N:11]2[C:10]=1[C:30]([OH:32])=[O:31]. (2) Given the product [Cl:14][C:8]1[CH:7]=[CH:6][C:5]([CH3:15])=[C:4]2[C:9]=1[CH:10]=[C:11]([CH2:12][S:36][C:37]1[N:45]=[CH:44][N:43]=[C:42]3[C:38]=1[NH:39][CH:40]=[N:41]3)[C:2]([C:17]1[CH:18]=[CH:19][CH:20]=[CH:21][C:16]=1[CH3:25])=[N:3]2, predict the reactants needed to synthesize it. The reactants are: Cl[C:2]1[C:11]([CH2:12]O)=[CH:10][C:9]2[C:4](=[C:5]([CH3:15])[CH:6]=[CH:7][C:8]=2[Cl:14])[N:3]=1.[C:16]1([CH3:25])[CH:21]=[CH:20][CH:19]=[CH:18][C:17]=1B(O)O.C([O-])([O-])=O.[K+].[K+].P(Br)(Br)Br.[SH:36][C:37]1[N:45]=[CH:44][N:43]=[C:42]2[C:38]=1[NH:39][CH:40]=[N:41]2.